From a dataset of Reaction yield outcomes from USPTO patents with 853,638 reactions. Predict the reaction yield, written as a fraction of the theoretical maximum amount of product (1.0 means a 100% yield; for example, 0.34 means a 34% yield). (1) The reactants are [N:1]([C:4]12[CH2:13][CH:8]3[CH2:9][CH:10](CC(C3)C1)[CH2:11]2)=[C:2]=[O:3].[NH2:14][CH:15]1[CH2:20][CH2:19][CH2:18][CH:17]([OH:21])[CH2:16]1. The catalyst is CN(C=O)C. The product is [OH:21][CH:17]1[CH2:18][CH2:19][CH2:20][CH:15]([NH:14][C:2]([NH:1][C:4]2[CH:11]=[CH:10][CH:9]=[CH:8][CH:13]=2)=[O:3])[CH2:16]1. The yield is 0.740. (2) The reactants are [Cl:1][C:2]1[S:6][N:5]=[C:4]([CH3:7])[C:3]=1[C:8](OCC)=[O:9].[H-].[Al+3].[Li+].[H-].[H-].[H-].C(OCC)(=O)C.O. The catalyst is C1COCC1. The product is [Cl:1][C:2]1[S:6][N:5]=[C:4]([CH3:7])[C:3]=1[CH2:8][OH:9]. The yield is 0.915. (3) The reactants are Cl.[CH3:2][O:3][C:4]1[CH:27]=[CH:26][C:7]([C:8]([CH:10]2[CH2:15][CH2:14][N:13]([CH:16]3[CH2:20][CH2:19][N:18]([CH2:21][C:22](=[NH:24])[NH2:23])[C:17]3=[O:25])[CH2:12][CH2:11]2)=[O:9])=[CH:6][CH:5]=1.O=[C:29]1[CH2:33][CH2:32][CH2:31][CH:30]1[C:34](OC)=[O:35].[O-]CC.[Na+]. The catalyst is C(O)C. The product is [CH3:2][O:3][C:4]1[CH:5]=[CH:6][C:7]([C:8]([CH:10]2[CH2:15][CH2:14][N:13]([CH:16]3[CH2:20][CH2:19][N:18]([CH2:21][C:22]4[NH:23][C:34](=[O:35])[C:30]5[CH2:31][CH2:32][CH2:33][C:29]=5[N:24]=4)[C:17]3=[O:25])[CH2:12][CH2:11]2)=[O:9])=[CH:26][CH:27]=1. The yield is 0.200.